This data is from Reaction yield outcomes from USPTO patents with 853,638 reactions. The task is: Predict the reaction yield, written as a fraction of the theoretical maximum amount of product (1.0 means a 100% yield; for example, 0.34 means a 34% yield). (1) The reactants are [Br:1][C:2]1[CH:7]=[CH:6][CH:5]=[CH:4][C:3]=1[S:8]([C:11]([CH3:15])([CH3:14])[CH2:12][NH2:13])(=[O:10])=[O:9].[C:16](O[C:16]([O:18][C:19]([CH3:22])([CH3:21])[CH3:20])=[O:17])([O:18][C:19]([CH3:22])([CH3:21])[CH3:20])=[O:17]. The catalyst is CO. The product is [Br:1][C:2]1[CH:7]=[CH:6][CH:5]=[CH:4][C:3]=1[S:8]([C:11]([CH3:15])([CH3:14])[CH2:12][NH:13][C:16](=[O:17])[O:18][C:19]([CH3:22])([CH3:21])[CH3:20])(=[O:10])=[O:9]. The yield is 0.650. (2) The product is [CH3:14][C:11]1[N:12]=[CH:13][C:8]([CH2:7][C:6]2[C:5](=[O:15])[NH:20][C:21](=[S:22])[NH:23][CH:16]=2)=[CH:9][N:10]=1. The reactants are [H-].[Na+].CO[C:5](=[O:15])[CH2:6][CH2:7][C:8]1[CH:9]=[N:10][C:11]([CH3:14])=[N:12][CH:13]=1.[CH:16](OC)=O.[NH2:20][C:21]([NH2:23])=[S:22]. The yield is 0.359. The catalyst is COCCOC.C(OCC)C. (3) The reactants are [Br:1][C:2]1[CH:3]=[C:4]([NH2:9])[C:5]([NH2:8])=[N:6][CH:7]=1.N[C:11](N)=[O:12]. The catalyst is CN(C=O)C.O. The product is [Br:1][C:2]1[CH:3]=[C:4]2[NH:9][C:11](=[O:12])[NH:8][C:5]2=[N:6][CH:7]=1. The yield is 0.360. (4) The reactants are C(OC(N1CC[N:11]([C:14]2[C:15](=[O:33])[N:16]([CH2:29][CH:30]([CH3:32])[CH3:31])[N:17]=[C:18]([C:21]3[CH:26]=[CH:25][C:24]([CH3:27])=[C:23](F)[CH:22]=3)[C:19]=2[CH3:20])CC1)=O)(C)(C)C.C(N1[C:43](=[O:44])[C:42]([CH2:45][O:46]S(C)(=O)=O)=CC(C2C=CC(C)=CC=2)=N1)C(C)C.NC(CO)CO. No catalyst specified. The product is [OH:44][CH2:43][CH:42]([NH:11][C:14]1[C:15](=[O:33])[N:16]([CH2:29][CH:30]([CH3:32])[CH3:31])[N:17]=[C:18]([C:21]2[CH:22]=[CH:23][C:24]([CH3:27])=[CH:25][CH:26]=2)[C:19]=1[CH3:20])[CH2:45][OH:46]. The yield is 0.837.